This data is from Full USPTO retrosynthesis dataset with 1.9M reactions from patents (1976-2016). The task is: Predict the reactants needed to synthesize the given product. (1) Given the product [CH3:1][O:2][C:3]1[CH:12]=[CH:11][C:10]([C:13]#[N:14])=[CH:9][C:4]=1[C:5]([OH:7])=[O:6], predict the reactants needed to synthesize it. The reactants are: [CH3:1][O:2][C:3]1[CH:12]=[CH:11][C:10]([C:13]#[N:14])=[CH:9][C:4]=1[C:5]([O:7]C)=[O:6].[OH-].[Li+]. (2) Given the product [ClH:1].[ClH:1].[O:22]1[C:23]2[CH:24]=[CH:11][CH:4]=[CH:5][C:6]=2[CH:20]=[C:21]1[C:2]1[N:7]=[C:6]([NH:17][CH2:16][CH2:15][CH2:14][N:13]([CH3:18])[CH3:12])[C:5]2[N:8]=[CH:9][CH:10]=[CH:11][C:4]=2[N:3]=1, predict the reactants needed to synthesize it. The reactants are: [Cl:1][C:2]1[N:7]=[CH:6][C:5]2[N:8]=[CH:9][CH:10]=[CH:11][C:4]=2[N:3]=1.[CH3:12][N:13]([CH3:18])[CH2:14][CH2:15][CH2:16][NH2:17].O1[CH2:24][CH2:23][O:22][CH2:21][CH2:20]1. (3) Given the product [Cl:13][C:14]1[C:23]2[C:18](=[CH:19][C:20]([O:25][CH3:26])=[C:21]([O:24][CH:57]3[CH2:56][CH2:55][CH2:54][N:53]([C:51]([O:50][C:46]([CH3:49])([CH3:48])[CH3:47])=[O:52])[CH2:58]3)[CH:22]=2)[N:17]=[CH:16][N:15]=1, predict the reactants needed to synthesize it. The reactants are: N(C(OCC)=O)=NC(OCC)=O.[Cl:13][C:14]1[C:23]2[C:18](=[CH:19][C:20]([O:25][CH3:26])=[C:21]([OH:24])[CH:22]=2)[N:17]=[CH:16][N:15]=1.C1(P(C2C=CC=CC=2)C2C=CC=CC=2)C=CC=CC=1.[C:46]([O:50][C:51]([N:53]1[CH2:58][CH2:57][CH2:56][CH:55](O)[CH2:54]1)=[O:52])([CH3:49])([CH3:48])[CH3:47].